From a dataset of Reaction yield outcomes from USPTO patents with 853,638 reactions. Predict the reaction yield, written as a fraction of the theoretical maximum amount of product (1.0 means a 100% yield; for example, 0.34 means a 34% yield). (1) The reactants are [Li]CCCC.Br[C:7]1[CH:12]=[CH:11][CH:10]=[C:9]([CH:13]([CH3:15])[CH3:14])[CH:8]=1.C([O:19][B:20](OC(C)C)[O:21]C(C)C)(C)C.Cl. The catalyst is C1COCC1. The product is [CH:13]([C:9]1[CH:8]=[C:7]([B:20]([OH:21])[OH:19])[CH:12]=[CH:11][CH:10]=1)([CH3:15])[CH3:14]. The yield is 0.935. (2) The reactants are [O-]P([O-])([O-])=O.[K+].[K+].[K+].CC(C1C=C(C(C)C)C(C2C=CC=CC=2P(C2CCCCC2)C2CCCCC2)=C(C(C)C)C=1)C.CC1(C)C(C)(C)OB([C:51]2[NH:59][C:58]3[CH2:57][CH2:56][NH:55][C:54](=[O:60])[C:53]=3[CH:52]=2)O1.Br[C:63]1[CH:64]=[CH:65][CH:66]=[C:67]2[C:72]=1[N:71]=[C:70]([C:73]1[C:78]([CH3:79])=[CH:77][CH:76]=[CH:75][C:74]=1[CH3:80])[CH:69]=[N:68]2. The catalyst is O1CCOCC1.O.C1C=CC(/C=C/C(/C=C/C2C=CC=CC=2)=O)=CC=1.C1C=CC(/C=C/C(/C=C/C2C=CC=CC=2)=O)=CC=1.C1C=CC(/C=C/C(/C=C/C2C=CC=CC=2)=O)=CC=1.[Pd].[Pd]. The product is [CH3:80][C:74]1[CH:75]=[CH:76][CH:77]=[C:78]([CH3:79])[C:73]=1[C:70]1[CH:69]=[N:68][C:67]2[C:72]([N:71]=1)=[C:63]([C:51]1[NH:59][C:58]3[CH2:57][CH2:56][NH:55][C:54](=[O:60])[C:53]=3[CH:52]=1)[CH:64]=[CH:65][CH:66]=2. The yield is 0.580. (3) The yield is 0.931. The product is [CH:17]1([C:20]([N:4]2[CH2:5][CH2:6][N:1]([C:7]([O:9][CH2:10][C:11]3[CH:16]=[CH:15][CH:14]=[CH:13][CH:12]=3)=[O:8])[CH2:2][CH2:3]2)=[O:21])[CH2:19][CH2:18]1. The reactants are [N:1]1([C:7]([O:9][CH2:10][C:11]2[CH:16]=[CH:15][CH:14]=[CH:13][CH:12]=2)=[O:8])[CH2:6][CH2:5][NH:4][CH2:3][CH2:2]1.[CH:17]1([C:20](O)=[O:21])[CH2:19][CH2:18]1.Cl.C(N=C=NCCCN(C)C)C.ON1C2C=CC=CC=2N=N1.C(N(CC)CC)C. The catalyst is CN(C)C=O.O. (4) The reactants are [Br:1][C:2]1[CH:10]=[CH:9][C:5]([C:6]([OH:8])=O)=[C:4]([F:11])[CH:3]=1.[N:12]1[CH:17]=[CH:16][CH:15]=[N:14][C:13]=1[CH2:18][NH2:19].CCN(C(C)C)C(C)C.C1CN([P+](ON2N=NC3C=CC=CC2=3)(N2CCCC2)N2CCCC2)CC1.F[P-](F)(F)(F)(F)F. The catalyst is CN(C=O)C. The product is [Br:1][C:2]1[CH:10]=[CH:9][C:5]([C:6]([NH:19][CH2:18][C:13]2[N:14]=[CH:15][CH:16]=[CH:17][N:12]=2)=[O:8])=[C:4]([F:11])[CH:3]=1. The yield is 0.293. (5) The reactants are [Br:1][C:2]1[CH:3]=[C:4]2[C:8](=[CH:9][CH:10]=1)[NH:7][CH2:6][CH2:5]2.CCN(C(C)C)C(C)C.[CH3:20][N:21]=[C:22]=[O:23]. The catalyst is C1COCC1. The product is [Br:1][C:2]1[CH:3]=[C:4]2[C:8](=[CH:9][CH:10]=1)[N:7]([C:22]([NH:21][CH3:20])=[O:23])[CH2:6][CH2:5]2. The yield is 0.720.